From a dataset of Full USPTO retrosynthesis dataset with 1.9M reactions from patents (1976-2016). Predict the reactants needed to synthesize the given product. (1) Given the product [F:18][C:8]1[C:9]([F:17])=[CH:10][C:11]([N+:14]([O-:16])=[O:15])=[C:12]([F:13])[C:7]=1[CH2:6][OH:5], predict the reactants needed to synthesize it. The reactants are: Cl.C([O:5][CH2:6][C:7]1[C:12]([F:13])=[C:11]([N+:14]([O-:16])=[O:15])[CH:10]=[C:9]([F:17])[C:8]=1[F:18])(=O)C.C(=O)(O)[O-].[Na+]. (2) Given the product [N:30]1[CH:31]=[CH:32][C:27]([C:25]2[CH:26]=[C:22]3[N:21]=[CH:20][CH:19]=[C:18]([C:14]4[CH:13]=[C:12]([NH:11][C:9](=[O:10])[C:8]5[CH:33]=[C:34]([C:36]([F:39])([F:38])[F:37])[CH:35]=[C:6]([NH:5][C:3](=[O:4])[CH2:2][N:40]6[CH2:44][CH2:43][CH2:42][CH2:41]6)[CH:7]=5)[CH:17]=[CH:16][CH:15]=4)[N:23]3[N:24]=2)=[CH:28][CH:29]=1, predict the reactants needed to synthesize it. The reactants are: Cl[CH2:2][C:3]([NH:5][C:6]1[CH:7]=[C:8]([CH:33]=[C:34]([C:36]([F:39])([F:38])[F:37])[CH:35]=1)[C:9]([NH:11][C:12]1[CH:17]=[CH:16][CH:15]=[C:14]([C:18]2[N:23]3[N:24]=[C:25]([C:27]4[CH:32]=[CH:31][N:30]=[CH:29][CH:28]=4)[CH:26]=[C:22]3[N:21]=[CH:20][CH:19]=2)[CH:13]=1)=[O:10])=[O:4].[NH:40]1[CH2:44][CH2:43][CH2:42][CH2:41]1.C(N(CC)CC)C. (3) Given the product [CH2:12]([OH:11])[CH2:13][O:14][CH2:15][CH2:16][O:17][CH2:18][CH2:19][OH:20], predict the reactants needed to synthesize it. The reactants are: S([O:11][CH2:12][CH2:13][O:14][CH2:15][CH2:16][O:17][CH2:18][CH2:19][O:20]S(C1C=CC(C)=CC=1)(=O)=O)(C1C=CC(C)=CC=1)(=O)=O. (4) The reactants are: [CH3:1][N:2]([CH:10]1[CH2:14][CH2:13][NH:12][CH2:11]1)[C:3](=[O:9])[O:4][C:5]([CH3:8])([CH3:7])[CH3:6].C(N(CC)CC)C.Cl[C:23]1[CH:28]=[CH:27][C:26]([N+:29]([O-:31])=[O:30])=[CH:25][N:24]=1. Given the product [CH3:1][N:2]([CH:10]1[CH2:14][CH2:13][N:12]([C:23]2[CH:28]=[CH:27][C:26]([N+:29]([O-:31])=[O:30])=[CH:25][N:24]=2)[CH2:11]1)[C:3](=[O:9])[O:4][C:5]([CH3:8])([CH3:6])[CH3:7], predict the reactants needed to synthesize it.